This data is from Peptide-MHC class I binding affinity with 185,985 pairs from IEDB/IMGT. The task is: Regression. Given a peptide amino acid sequence and an MHC pseudo amino acid sequence, predict their binding affinity value. This is MHC class I binding data. (1) The peptide sequence is AFEDLRLLSFI. The MHC is HLA-A30:02 with pseudo-sequence HLA-A30:02. The binding affinity (normalized) is 0.122. (2) The peptide sequence is LLFQLCTFTK. The MHC is HLA-A03:01 with pseudo-sequence HLA-A03:01. The binding affinity (normalized) is 0.748. (3) The peptide sequence is TWHRYHLL. The MHC is H-2-Kb with pseudo-sequence H-2-Kb. The binding affinity (normalized) is 0.395. (4) The peptide sequence is AMPKTIYEL. The MHC is HLA-B18:01 with pseudo-sequence HLA-B18:01. The binding affinity (normalized) is 0.0847. (5) The peptide sequence is FPYSTFPII. The MHC is HLA-A68:01 with pseudo-sequence HLA-A68:01. The binding affinity (normalized) is 0. (6) The peptide sequence is VPHFKVGWAWW. The MHC is Mamu-B52 with pseudo-sequence Mamu-B52. The binding affinity (normalized) is 0.418.